From a dataset of Full USPTO retrosynthesis dataset with 1.9M reactions from patents (1976-2016). Predict the reactants needed to synthesize the given product. (1) Given the product [CH:19]([N:22]([CH3:30])[C:23]1[N:24]=[CH:25][C:26]([NH:29][C:12]([C:10]2[N:11]=[C:7]([C:1]3[CH:2]=[CH:3][CH:4]=[CH:5][CH:6]=3)[O:8][C:9]=2[C:15]([F:18])([F:17])[F:16])=[O:14])=[CH:27][CH:28]=1)([CH3:21])[CH3:20], predict the reactants needed to synthesize it. The reactants are: [C:1]1([C:7]2[O:8][C:9]([C:15]([F:18])([F:17])[F:16])=[C:10]([C:12]([OH:14])=O)[N:11]=2)[CH:6]=[CH:5][CH:4]=[CH:3][CH:2]=1.[CH:19]([N:22]([CH3:30])[C:23]1[CH:28]=[CH:27][C:26]([NH2:29])=[CH:25][N:24]=1)([CH3:21])[CH3:20]. (2) The reactants are: C([CH:8]1[O:16][C:15]2[C:10](=[C:11]([S:17]([NH2:20])(=[O:19])=[O:18])[CH:12]=[CH:13][CH:14]=2)[O:9]1)(OC(C)(C)C)=O.[C:21](=[O:24])([O-])[O-:22].[Cs+].[Cs+].Cl[CH2:28][C:29]1[CH:33]=[C:32]([CH3:34])[O:31][N:30]=1.[I-].[K+].O1CCOC[CH2:38]1. Given the product [CH3:28][C:29]1[CH:33]=[C:32]([CH3:34])[O:31][N:30]=1.[CH2:8]1[O:16][C:15]2[C:10](=[C:11]([S:17]([NH:20][C:21]([O:22][C:32]([CH3:33])([CH3:34])[CH3:38])=[O:24])(=[O:18])=[O:19])[CH:12]=[CH:13][CH:14]=2)[O:9]1, predict the reactants needed to synthesize it. (3) Given the product [CH3:1][N:2]([C:3]1[CH:4]=[CH:5][C:6]([C:9]2[CH:14]=[CH:13][N:12]=[C:11]3[N:15]([S:19]([C:22]4[CH:27]=[CH:26][CH:25]=[CH:24][CH:23]=4)(=[O:20])=[O:21])[C:16]([CH3:18])=[CH:17][C:10]=23)=[CH:7][CH:8]=1)[S:29]([CH3:28])(=[O:31])=[O:30], predict the reactants needed to synthesize it. The reactants are: [CH3:1][NH:2][C:3]1[CH:8]=[CH:7][C:6]([C:9]2[CH:14]=[CH:13][N:12]=[C:11]3[N:15]([S:19]([C:22]4[CH:27]=[CH:26][CH:25]=[CH:24][CH:23]=4)(=[O:21])=[O:20])[C:16]([CH3:18])=[CH:17][C:10]=23)=[CH:5][CH:4]=1.[CH3:28][S:29](Cl)(=[O:31])=[O:30].C(Cl)Cl.CCOC(C)=O.O. (4) The reactants are: Cl.[N:2]1([CH2:8][C:9]2[C:13]3[CH:14]=[CH:15][C:16]([O:18][C:19]4[S:20][C:21]5[C:22]([N:27]=4)=[N:23][CH:24]=[CH:25][CH:26]=5)=[CH:17][C:12]=3[O:11][CH:10]=2)[CH2:7][CH2:6][NH:5][CH2:4][CH2:3]1.CCN(CC)CC.C[Si]([N:39]=[C:40]=[O:41])(C)C. Given the product [S:20]1[C:21]2[C:22](=[N:23][CH:24]=[CH:25][CH:26]=2)[N:27]=[C:19]1[O:18][C:16]1[CH:15]=[CH:14][C:13]2[C:9]([CH2:8][N:2]3[CH2:7][CH2:6][N:5]([C:40]([NH2:39])=[O:41])[CH2:4][CH2:3]3)=[CH:10][O:11][C:12]=2[CH:17]=1, predict the reactants needed to synthesize it. (5) Given the product [NH2:1][C:2]1[O:6][N:5]=[C:4]([C:7]2[CH:12]=[CH:11][CH:10]=[CH:9][C:8]=2[F:13])[C:3]=1[C:14]([N:40]1[CH2:39][CH2:38][N:37]([C:32]2[CH:33]=[CH:34][CH:35]=[CH:36][C:31]=2[O:30][CH3:29])[CH2:42][CH2:41]1)=[O:16], predict the reactants needed to synthesize it. The reactants are: [NH2:1][C:2]1[O:6][N:5]=[C:4]([C:7]2[CH:12]=[CH:11][CH:10]=[CH:9][C:8]=2[F:13])[C:3]=1[C:14]([OH:16])=O.Cl.C(N=C=NCCCN(C)C)C.[CH3:29][O:30][C:31]1[CH:36]=[CH:35][CH:34]=[CH:33][C:32]=1[N:37]1[CH2:42][CH2:41][NH:40][CH2:39][CH2:38]1. (6) Given the product [N:1]1([CH2:6][C:7]2[CH:12]=[CH:11][C:10]([CH2:13][N:24]3[CH:25]=[C:17]4[C:18]([N:19]=[C:20]([Cl:22])[N:21]=[C:16]4[Cl:15])=[N:23]3)=[CH:9][CH:8]=2)[CH:5]=[CH:4][CH:3]=[N:2]1, predict the reactants needed to synthesize it. The reactants are: [N:1]1([CH2:6][C:7]2[CH:12]=[CH:11][C:10]([CH2:13]O)=[CH:9][CH:8]=2)[CH:5]=[CH:4][CH:3]=[N:2]1.[Cl:15][C:16]1[N:21]=[C:20]([Cl:22])[N:19]=[C:18]2[NH:23][N:24]=[CH:25][C:17]=12.C1(P(C2C=CC=CC=2)C2C=CC=CC=2)C=CC=CC=1.N(/C(OC(C)C)=O)=N\C(OC(C)C)=O. (7) Given the product [C:1]([NH:6][C:7]1[CH:8]=[CH:9][C:10]([CH3:26])=[C:11]([CH:13]2[CH2:14][CH2:15][N:16]([C:19]([O:21][C:22]([CH3:23])([CH3:25])[CH3:24])=[O:20])[CH2:17][CH2:18]2)[CH:12]=1)(=[O:5])[CH:2]([CH3:4])[CH3:3], predict the reactants needed to synthesize it. The reactants are: [C:1]([NH:6][C:7]1[CH:8]=[CH:9][C:10]([CH3:26])=[C:11]([C:13]2[CH2:14][CH2:15][N:16]([C:19]([O:21][C:22]([CH3:25])([CH3:24])[CH3:23])=[O:20])[CH2:17][CH:18]=2)[CH:12]=1)(=[O:5])[CH:2]([CH3:4])[CH3:3].[H][H]. (8) Given the product [Cl:23][C:6]1[C:14]2[NH:13][CH:12]=[N:11][C:10]=2[CH:9]=[CH:8][C:7]=1[CH3:15], predict the reactants needed to synthesize it. The reactants are: N([O-])=O.[Na+].N[C:6]1[C:14]2[NH:13][CH:12]=[N:11][C:10]=2[CH:9]=[CH:8][C:7]=1[CH3:15].N.C(OCC)(=O)C.[ClH:23]. (9) Given the product [C:1]([O:5][C:6]([N:8]1[CH2:12][CH2:11][C@H:10]([C@H:13]([OH:16])[CH2:14][O:15][CH2:17][C:18]2[CH:23]=[CH:22][CH:21]=[CH:20][CH:19]=2)[CH2:9]1)=[O:7])([CH3:4])([CH3:2])[CH3:3], predict the reactants needed to synthesize it. The reactants are: [C:1]([O:5][C:6]([N:8]1[CH2:12][CH2:11][C@H:10]([C@H:13]([OH:16])[CH2:14][OH:15])[CH2:9]1)=[O:7])([CH3:4])([CH3:3])[CH3:2].[CH2:17](Br)[C:18]1[CH:23]=[CH:22][CH:21]=[CH:20][CH:19]=1.